Dataset: Forward reaction prediction with 1.9M reactions from USPTO patents (1976-2016). Task: Predict the product of the given reaction. Given the reactants [Cl:1][C:2]1[CH:7]=[C:6](C#N)[CH:5]=[CH:4][N:3]=1.C[Mg]I.CC[O:15][CH2:16][CH3:17], predict the reaction product. The product is: [Cl:1][C:2]1[CH:7]=[C:6]([C:16](=[O:15])[CH3:17])[CH:5]=[CH:4][N:3]=1.